From a dataset of Peptide-MHC class II binding affinity with 134,281 pairs from IEDB. Regression. Given a peptide amino acid sequence and an MHC pseudo amino acid sequence, predict their binding affinity value. This is MHC class II binding data. (1) The peptide sequence is EPLQGPFNFRFLTEKGMKNV. The MHC is DRB4_0101 with pseudo-sequence DRB4_0103. The binding affinity (normalized) is 0.605. (2) The peptide sequence is LEAKATFYGSNPRGA. The MHC is HLA-DQA10501-DQB10201 with pseudo-sequence HLA-DQA10501-DQB10201. The binding affinity (normalized) is 0. (3) The peptide sequence is AMSKVRKDISEWQPS. The MHC is DRB1_0404 with pseudo-sequence DRB1_0404. The binding affinity (normalized) is 0.486. (4) The peptide sequence is KGIHTVFGSAFQGLF. The MHC is DRB1_0901 with pseudo-sequence DRB1_0901. The binding affinity (normalized) is 0.851. (5) The peptide sequence is QNEPTAAAIAYGLDR. The MHC is HLA-DQA10401-DQB10402 with pseudo-sequence HLA-DQA10401-DQB10402. The binding affinity (normalized) is 0.617. (6) The binding affinity (normalized) is 0.346. The peptide sequence is SAHGSGREVIDAMCH. The MHC is HLA-DQA10201-DQB10303 with pseudo-sequence HLA-DQA10201-DQB10303. (7) The peptide sequence is PIIIDQKYCPNKICT. The MHC is DRB1_0101 with pseudo-sequence DRB1_0101. The binding affinity (normalized) is 0.575. (8) The peptide sequence is FQDTHNNAHYYVFFEEQEDE. The MHC is DRB1_0301 with pseudo-sequence DRB1_0301. The binding affinity (normalized) is 0.0847.